From a dataset of Full USPTO retrosynthesis dataset with 1.9M reactions from patents (1976-2016). Predict the reactants needed to synthesize the given product. (1) Given the product [Cl:25][CH2:1][C:2]1[CH:11]=[CH:10][C:9]2[C:4](=[CH:5][CH:6]=[CH:7][CH:8]=2)[N:3]=1, predict the reactants needed to synthesize it. The reactants are: [CH3:1][C:2]1[CH:11]=[CH:10][C:9]2[C:4](=[CH:5][CH:6]=[CH:7][CH:8]=2)[N:3]=1.N(C(C)(C)C#N)=NC(C)(C)C#N.C(Cl)(Cl)(Cl)[Cl:25]. (2) Given the product [CH:9](=[O:11])[C:12]1[CH:17]=[CH:16][CH:15]=[CH:14][CH:13]=1.[CH3:9][CH:1]([NH2:8])[C:2]1[CH:7]=[CH:6][CH:5]=[CH:4][CH:3]=1, predict the reactants needed to synthesize it. The reactants are: [CH2:1]([NH2:8])[C:2]1[CH:7]=[CH:6][CH:5]=[CH:4][CH:3]=1.[C:9]([C:12]1[CH:17]=[CH:16][CH:15]=[CH:14][CH:13]=1)(=[O:11])C. (3) Given the product [NH2:31][C:16]1[C:15]2[N:14]=[C:13]([CH2:32][O:33][CH2:34][CH3:35])[N:12]([CH2:11][CH2:10][CH2:9][CH2:8][S:36]([NH2:39])(=[O:38])=[O:37])[C:24]=2[C:23]2[CH:22]=[CH:21][C:20]([C:25]3[CH:26]=[N:27][CH:28]=[CH:29][CH:30]=3)=[CH:19][C:18]=2[N:17]=1, predict the reactants needed to synthesize it. The reactants are: COC1C=CC(C[CH:8]([S:36]([NH2:39])(=[O:38])=[O:37])[CH2:9][CH2:10][CH2:11][N:12]2[C:24]3[C:23]4[CH:22]=[CH:21][C:20]([C:25]5[CH:26]=[N:27][CH:28]=[CH:29][CH:30]=5)=[CH:19][C:18]=4[N:17]=[C:16]([NH2:31])[C:15]=3[N:14]=[C:13]2[CH2:32][O:33][CH2:34][CH3:35])=CC=1. (4) Given the product [C:3]([O:7][C:8]([N:10]1[CH2:11][CH2:12][C:13]([OH:16])([CH3:18])[CH2:14][CH2:15]1)=[O:9])([CH3:6])([CH3:4])[CH3:5], predict the reactants needed to synthesize it. The reactants are: C[Li].[C:3]([O:7][C:8]([N:10]1[CH2:15][CH2:14][C:13](=[O:16])[CH2:12][CH2:11]1)=[O:9])([CH3:6])([CH3:5])[CH3:4].O.[CH:18](Cl)(Cl)Cl. (5) Given the product [Cl:21][C:18]1[CH:19]=[CH:20][C:15]([C:28]([CH:26]2[CH2:27][CH:25]2[C:23]#[N:24])=[O:29])=[C:16]([F:22])[CH:17]=1, predict the reactants needed to synthesize it. The reactants are: [Cl-].[Li+].[H-].C([Al+]CC(C)C)C(C)C.[Mg].Br[C:15]1[CH:20]=[CH:19][C:18]([Cl:21])=[CH:17][C:16]=1[F:22].[C:23]([CH:25]1[CH2:27][CH:26]1[C:28](N(OC)C)=[O:29])#[N:24].[Cl-].[NH4+].